Dataset: Catalyst prediction with 721,799 reactions and 888 catalyst types from USPTO. Task: Predict which catalyst facilitates the given reaction. Reactant: [CH3:1][CH2:2][O:3][C:4]([C@@H:6]([NH:15][C@H:16]([C:18]([N:20]1[C@H:27]([C:28]([OH:30])=[O:29])[CH2:26][C@H:25]2[C@@H:21]1[CH2:22][CH2:23][CH2:24]2)=[O:19])[CH3:17])[CH2:7][CH2:8][C:9]1[CH:10]=[CH:11][CH:12]=[CH:13][CH:14]=1)=[O:5].[NH3:31]. Product: [CH3:1][CH2:2][O:3][C:4]([C@@H:6]([NH:15][C@H:16]([C:18]([N:20]1[C@H:27]([C:28]([OH:30])=[O:29])[CH2:26][C@H:25]2[C@@H:21]1[CH2:22][CH2:23][CH2:24]2)=[O:19])[CH3:17])[CH2:7][CH2:8][C:9]1[CH:14]=[CH:13][CH:12]=[CH:11][CH:10]=1)=[O:5].[NH3:31]. The catalyst class is: 13.